Dataset: Full USPTO retrosynthesis dataset with 1.9M reactions from patents (1976-2016). Task: Predict the reactants needed to synthesize the given product. (1) Given the product [CH:12]1([NH:15][C:16](=[O:34])[C:17]2[CH:22]=[C:21]([C:2]3[CH:7]=[CH:6][N:5]4[C:8](=[O:11])[NH:9][N:10]=[C:4]4[CH:3]=3)[C:20]([CH3:32])=[C:19]([F:33])[CH:18]=2)[CH2:13][CH2:14]1, predict the reactants needed to synthesize it. The reactants are: I[C:2]1[CH:7]=[CH:6][N:5]2[C:8](=[O:11])[NH:9][N:10]=[C:4]2[CH:3]=1.[CH:12]1([NH:15][C:16](=[O:34])[C:17]2[CH:22]=[C:21](B3OC(C)(C)C(C)(C)O3)[C:20]([CH3:32])=[C:19]([F:33])[CH:18]=2)[CH2:14][CH2:13]1.C(=O)([O-])[O-].[Cs+].[Cs+].ClCCl. (2) The reactants are: [NH2:1][C:2]1[C:3]2[C:28]([NH:30]C(=O)OC(C)(C)C)([CH3:29])[C:27](=[O:38])[NH:26][C:4]=2[N:5]=[C:6]([C:8]2[C:16]3[C:11](=[N:12][CH:13]=[CH:14][CH:15]=3)[N:10]([CH2:17][CH2:18][C:19]([F:25])([F:24])[C:20]([F:23])([F:22])[F:21])[N:9]=2)[N:7]=1.FC(F)(F)C(O)=O. Given the product [NH2:1][C:2]1[C:3]2[C:28]([NH2:30])([CH3:29])[C:27](=[O:38])[NH:26][C:4]=2[N:5]=[C:6]([C:8]2[C:16]3[C:11](=[N:12][CH:13]=[CH:14][CH:15]=3)[N:10]([CH2:17][CH2:18][C:19]([F:25])([F:24])[C:20]([F:21])([F:23])[F:22])[N:9]=2)[N:7]=1, predict the reactants needed to synthesize it. (3) Given the product [C:14]([O:13][C:11]([N:4]1[C:5]2=[N:6][CH:7]=[CH:8][CH:9]=[C:10]2[CH:2]([CH3:1])[CH:3]1[C:18]([OH:20])=[O:19])=[O:12])([CH3:15])([CH3:16])[CH3:17], predict the reactants needed to synthesize it. The reactants are: [CH3:1][CH:2]1[C:10]2[C:5](=[N:6][CH:7]=[CH:8][CH:9]=2)[N:4]([C:11]([O:13][C:14]([CH3:17])([CH3:16])[CH3:15])=[O:12])[CH:3]1[C:18]([O:20]CC)=[O:19].C1COCC1.[Li+].[OH-].OS([O-])(=O)=O.[K+]. (4) Given the product [C:10]1([N:1]2[C:9]3[C:4](=[N:5][CH:6]=[CH:7][CH:8]=3)[CH:3]=[CH:2]2)[CH:15]=[CH:14][CH:13]=[CH:12][CH:11]=1, predict the reactants needed to synthesize it. The reactants are: [NH:1]1[C:9]2[C:4](=[N:5][CH:6]=[CH:7][CH:8]=2)[CH:3]=[CH:2]1.[C:10]1(B(O)O)[CH:15]=[CH:14][CH:13]=[CH:12][CH:11]=1.C(N(CC)CC)C.N1C=CC=CC=1. (5) The reactants are: [CH3:1][CH:2]1[C:10]2[C:5](=[CH:6][CH:7]=[CH:8][CH:9]=2)[CH:4]=[CH:3]1.C([Li])CCC.CCCCCC.Cl[C:23]([O:25][CH3:26])=[O:24].Cl. Given the product [CH3:1][C:2]1([C:23]([O:25][CH3:26])=[O:24])[C:10]2[C:5](=[CH:6][CH:7]=[CH:8][CH:9]=2)[CH:4]=[CH:3]1, predict the reactants needed to synthesize it.